This data is from Catalyst prediction with 721,799 reactions and 888 catalyst types from USPTO. The task is: Predict which catalyst facilitates the given reaction. (1) Reactant: [CH:1]1([C@H:5]([NH:7][C:8]2[N:16]=[C:15]([C:17]#[N:18])[N:14]=[C:13]3[C:9]=2[N:10]([CH2:26][C@H:27]2[CH2:32][CH2:31][C@H:30]([CH3:33])[CH2:29][CH2:28]2)[C:11]([C:19]([C:21]2[N:22]=[CH:23][S:24][CH:25]=2)=[CH2:20])=[N:12]3)[CH3:6])[CH2:4][CH2:3][CH2:2]1. The catalyst class is: 351. Product: [CH:1]1([C@H:5]([NH:7][C:8]2[N:16]=[C:15]([C:17]#[N:18])[N:14]=[C:13]3[C:9]=2[N:10]([CH2:26][C@H:27]2[CH2:32][CH2:31][C@H:30]([CH3:33])[CH2:29][CH2:28]2)[C:11]([CH:19]([C:21]2[N:22]=[CH:23][S:24][CH:25]=2)[CH3:20])=[N:12]3)[CH3:6])[CH2:2][CH2:3][CH2:4]1. (2) Reactant: N#N.[NH2:3][C:4]1[CH:5]=[N:6][CH:7]=[CH:8][CH:9]=1.C(N(CC)CC)C.[CH3:17][C:18]([CH3:23])([CH3:22])[C:19](Cl)=[O:20]. Product: [CH3:17][C:18]([CH3:23])([CH3:22])[C:19]([NH:3][C:4]1[CH:5]=[N:6][CH:7]=[CH:8][CH:9]=1)=[O:20]. The catalyst class is: 385. (3) Reactant: P(Cl)(Cl)(Cl)=O.[F:6][C:7]([F:19])([F:18])[O:8][C:9]1[CH:14]=[CH:13][C:12]([C:15](=O)[CH3:16])=[CH:11][CH:10]=1.[ClH:20].NO.C([O-])(O)=O.[Na+].C[N:29]([CH:31]=O)C. Product: [Cl:20]/[C:15](/[C:12]1[CH:13]=[CH:14][C:9]([O:8][C:7]([F:19])([F:18])[F:6])=[CH:10][CH:11]=1)=[CH:16]/[C:31]#[N:29]. The catalyst class is: 25. (4) Reactant: Cl.Cl.[NH2:3][C:4]1[CH:5]=[CH:6][C:7]([N:11]2[CH2:16][CH2:15][CH2:14][C@@H:13]([C:17]([N:19]3[CH2:23][CH2:22][CH2:21][CH2:20]3)=[O:18])[CH2:12]2)=[N:8][C:9]=1[NH2:10].C(N(CC)CC)C.[C:31]1([CH:37]([CH3:40])[CH:38]=O)[CH:36]=[CH:35][CH:34]=[CH:33][CH:32]=1. The catalyst class is: 8. Product: [C:31]1([CH:37]([C:40]2[NH:10][C:9]3=[N:8][C:7]([N:11]4[CH2:16][CH2:15][CH2:14][C@@H:13]([C:17]([N:19]5[CH2:23][CH2:22][CH2:21][CH2:20]5)=[O:18])[CH2:12]4)=[CH:6][CH:5]=[C:4]3[N:3]=2)[CH3:38])[CH:36]=[CH:35][CH:34]=[CH:33][CH:32]=1. (5) Reactant: C([Li])CCC.[CH3:6][N:7]1[C:11]([CH3:12])=[CH:10][CH:9]=[N:8]1.[C:13]1(=[O:21])[CH2:20][CH2:19][CH2:18][CH2:17][CH2:16][CH2:15][CH2:14]1. Product: [CH3:12][C:11]1[N:7]([CH2:6][C:13]2([OH:21])[CH2:20][CH2:19][CH2:18][CH2:17][CH2:16][CH2:15][CH2:14]2)[N:8]=[CH:9][CH:10]=1. The catalyst class is: 7. (6) Reactant: [Cl:1][C:2]1[CH:3]=[C:4]2[C:13](=[C:14]3[C:19]=1[CH:18]=[CH:17][CH:16]=[N:15]3)[NH:12][S:11](=[O:21])(=[O:20])[C:10]1[C:5]2=[CH:6][C:7](F)=[CH:8][CH:9]=1.[CH3:23][O:24][CH2:25][CH2:26][NH2:27]. Product: [Cl:1][C:2]1[CH:3]=[C:4]2[C:13](=[C:14]3[C:19]=1[CH:18]=[CH:17][CH:16]=[N:15]3)[NH:12][S:11](=[O:21])(=[O:20])[C:10]1[C:5]2=[CH:6][C:7]([NH:27][CH2:26][CH2:25][O:24][CH3:23])=[CH:8][CH:9]=1. The catalyst class is: 37. (7) Reactant: [CH3:1][C:2]1[C:6]([CH2:7][N:8]2[CH:12]=[C:11]([N:13]3[C:17](=[O:18])[N:16](C(OCC)=O)[N:15]([CH3:24])[C:14]3=[O:25])[CH:10]=[N:9]2)=[C:5]([CH3:26])[O:4][N:3]=1.CN(C=O)C.C(#N)C.CO.Cl. Product: [CH3:1][C:2]1[C:6]([CH2:7][N:8]2[CH:12]=[C:11]([N:13]3[C:14](=[O:25])[N:15]([CH3:24])[NH:16][C:17]3=[O:18])[CH:10]=[N:9]2)=[C:5]([CH3:26])[O:4][N:3]=1. The catalyst class is: 13.